From a dataset of Volume of distribution at steady state (VDss) regression data from Lombardo et al.. Regression/Classification. Given a drug SMILES string, predict its absorption, distribution, metabolism, or excretion properties. Task type varies by dataset: regression for continuous measurements (e.g., permeability, clearance, half-life) or binary classification for categorical outcomes (e.g., BBB penetration, CYP inhibition). For this dataset (vdss_lombardo), we predict log10(VDss) (log10 of volume of distribution in L/kg). The compound is CCCCCC(O)/C=C/C1C(O)CC(=O)C1CCCCCCC(=O)[O-]. The log10(VDss) is 0.380.